Dataset: Catalyst prediction with 721,799 reactions and 888 catalyst types from USPTO. Task: Predict which catalyst facilitates the given reaction. (1) Reactant: [NH2:1][C:2]1[CH:11]=[C:10]([O:12][CH3:13])[C:5]([C:6]([O:8][CH3:9])=[O:7])=[C:4]([O:14][CH3:15])[CH:3]=1.[B-](F)(F)(F)[F:17].[B-](F)(F)(F)F.C1[N+]2(CCl)CC[N+](F)(CC2)C1.O. Product: [NH2:1][C:2]1[CH:3]=[C:4]([O:14][CH3:15])[C:5]([C:6]([O:8][CH3:9])=[O:7])=[C:10]([O:12][CH3:13])[C:11]=1[F:17]. The catalyst class is: 10. (2) Reactant: [F:1][CH:2]([F:32])[C:3]1[N:7]([C:8]2[N:13]=[C:12]([N:14]3[CH2:19][CH2:18][O:17][CH2:16][CH2:15]3)[N:11]=[C:10]([NH:20][C@H:21]3[CH2:26][CH2:25][C@H:24]([NH2:27])[CH2:23][CH2:22]3)[CH:9]=2)[C:6]2[CH:28]=[CH:29][CH:30]=[CH:31][C:5]=2[N:4]=1.[CH:33](=O)[CH3:34].C(O[BH-](OC(=O)C)OC(=O)C)(=O)C.C(=O)C1C=CC=CC=1. Product: [F:32][CH:2]([F:1])[C:3]1[N:7]([C:8]2[N:13]=[C:12]([N:14]3[CH2:15][CH2:16][O:17][CH2:18][CH2:19]3)[N:11]=[C:10]([NH:20][C@H:21]3[CH2:22][CH2:23][C@H:24]([NH:27][CH2:33][CH3:34])[CH2:25][CH2:26]3)[CH:9]=2)[C:6]2[CH:28]=[CH:29][CH:30]=[CH:31][C:5]=2[N:4]=1. The catalyst class is: 875. (3) Reactant: C[O:2][C:3](=[O:37])[CH:4]([CH2:13][C:14](=[O:36])[NH:15][O:16][C:17]([C:30]1[CH:35]=[CH:34][CH:33]=[CH:32][CH:31]=1)([C:24]1[CH:29]=[CH:28][CH:27]=[CH:26][CH:25]=1)[C:18]1[CH:23]=[CH:22][CH:21]=[CH:20][CH:19]=1)[CH2:5][C:6]([O:8][C:9]([CH3:12])([CH3:11])[CH3:10])=[O:7].[OH-].[Na+]. Product: [C:9]([O:8][C:6](=[O:7])[CH2:5][CH:4]([CH2:13][C:14](=[O:36])[NH:15][O:16][C:17]([C:30]1[CH:35]=[CH:34][CH:33]=[CH:32][CH:31]=1)([C:18]1[CH:19]=[CH:20][CH:21]=[CH:22][CH:23]=1)[C:24]1[CH:29]=[CH:28][CH:27]=[CH:26][CH:25]=1)[C:3]([OH:37])=[O:2])([CH3:12])([CH3:10])[CH3:11]. The catalyst class is: 24. (4) Reactant: [Cl:1][C:2]1[CH:3]=[C:4]([N+:27]([O-])=O)[C:5]([O:8][CH2:9][C:10]([N:12]2[CH2:17][CH2:16][N:15]([CH2:18][C:19]3[CH:24]=[CH:23][C:22]([F:25])=[CH:21][CH:20]=3)[CH2:14][C@H:13]2[CH3:26])=[O:11])=[N:6][CH:7]=1.[H][H]. Product: [NH2:27][C:4]1[C:5]([O:8][CH2:9][C:10]([N:12]2[CH2:17][CH2:16][N:15]([CH2:18][C:19]3[CH:24]=[CH:23][C:22]([F:25])=[CH:21][CH:20]=3)[CH2:14][C@H:13]2[CH3:26])=[O:11])=[N:6][CH:7]=[C:2]([Cl:1])[CH:3]=1. The catalyst class is: 865. (5) Reactant: [N:1]1([CH2:6][CH2:7][C@H:8]2[CH2:13][C@@H:12]([O:14][Si](C(C)(C)C)(C3C=CC=CC=3)C3C=CC=CC=3)[CH2:11][CH2:10][C@@:9]2([C@H:33]2[CH2:41][CH2:40][C@@:39]3([CH3:42])[C@@H:35]([CH2:36][CH2:37][C:38]3=[CH2:43])[C@@H:34]2[OH:44])[CH3:32])[CH:5]=[CH:4][CH:3]=[N:2]1.CCCC[N+](CCCC)(CCCC)CCCC.[F-]. Product: [N:1]1([CH2:6][CH2:7][C@H:8]2[CH2:13][C@@H:12]([OH:14])[CH2:11][CH2:10][C@@:9]2([C@H:33]2[CH2:41][CH2:40][C@@:39]3([CH3:42])[C@@H:35]([CH2:36][CH2:37][C:38]3=[CH2:43])[C@@H:34]2[OH:44])[CH3:32])[CH:5]=[CH:4][CH:3]=[N:2]1. The catalyst class is: 1. (6) Reactant: [NH2:1][C:2]1[CH:22]=[CH:21][C:5]([C:6]([N:8]2[CH2:13][CH2:12][N:11]([C:14]([O:16][C:17]([CH3:20])([CH3:19])[CH3:18])=[O:15])[CH2:10][CH2:9]2)=[O:7])=[CH:4][C:3]=1[F:23].[C:24](Cl)(=O)[O:25]C1C=CC([N+]([O-])=O)=CC=1.[CH:37]1([NH2:41])[CH2:40][CH2:39][CH2:38]1. Product: [CH:37]1([NH:41][C:24](=[O:25])[NH:1][C:2]2[CH:22]=[CH:21][C:5]([C:6]([N:8]3[CH2:13][CH2:12][N:11]([C:14]([O:16][C:17]([CH3:18])([CH3:19])[CH3:20])=[O:15])[CH2:10][CH2:9]3)=[O:7])=[CH:4][C:3]=2[F:23])[CH2:40][CH2:39][CH2:38]1. The catalyst class is: 4. (7) Reactant: [C:1]([C:3]1[S:4][C:5]2[C:11]([C:12]#[N:13])=[C:10](/[N:14]=[CH:15]/[N:16](C)C)[CH:9]=[CH:8][C:6]=2[N:7]=1)#[N:2].[CH3:19][O:20][C:21]1[CH:22]=[C:23]([CH:25]=[CH:26][C:27]=1[O:28][CH3:29])N.[K+].[Br-]. Product: [CH3:19][O:20][C:21]1[CH:22]=[C:23]([NH:13][C:12]2[C:11]3[C:10](=[CH:9][CH:8]=[C:6]4[N:7]=[C:3]([C:1]#[N:2])[S:4][C:5]4=3)[N:14]=[CH:15][N:16]=2)[CH:25]=[CH:26][C:27]=1[O:28][CH3:29]. The catalyst class is: 91.